From a dataset of Forward reaction prediction with 1.9M reactions from USPTO patents (1976-2016). Predict the product of the given reaction. Given the reactants [C:1]([OH:9])(=O)[C:2]1[CH:7]=[CH:6][CH:5]=[CH:4][CH:3]=1.C(Cl)(=O)C([Cl:13])=O.CN(C)C=O, predict the reaction product. The product is: [C:1]([Cl:13])(=[O:9])[C:2]1[CH:7]=[CH:6][CH:5]=[CH:4][CH:3]=1.